This data is from Reaction yield outcomes from USPTO patents with 853,638 reactions. The task is: Predict the reaction yield, written as a fraction of the theoretical maximum amount of product (1.0 means a 100% yield; for example, 0.34 means a 34% yield). The reactants are Cl.O1CCOCC1.[CH2:8]([O:10][C:11]1[CH:12]=[C:13]([CH:16]=[CH:17][C:18]=1[O:19][CH2:20][CH3:21])[C:14]#[N:15])[CH3:9].CO.C([O-])([O-])=O.[Na+].[Na+].[N:30]1[CH:35]=[CH:34][C:33]([C:36]([NH:38][NH2:39])=O)=[CH:32][CH:31]=1. The catalyst is CCOCC. The product is [CH2:8]([O:10][C:11]1[CH:12]=[C:13]([C:14]2[NH:15][C:36]([C:33]3[CH:34]=[CH:35][N:30]=[CH:31][CH:32]=3)=[N:38][N:39]=2)[CH:16]=[CH:17][C:18]=1[O:19][CH2:20][CH3:21])[CH3:9]. The yield is 0.630.